From a dataset of Choline transporter screen with 302,306 compounds. Binary Classification. Given a drug SMILES string, predict its activity (active/inactive) in a high-throughput screening assay against a specified biological target. (1) The result is 0 (inactive). The drug is Clc1c(c2oc(nn2)c2ccc(cc2)C(OCC)=O)ccc(Cl)c1. (2) The compound is Clc1c(C(=O)NCc2oc(SCC(=O)Nc3c(cc(cc3C)C)C)nn2)c(F)ccc1. The result is 0 (inactive). (3) The drug is O=c1n(c(=O)nc2n(c3c(cc12)cccc3)c1c(ccc(c1)C)C)C. The result is 0 (inactive). (4) The compound is S(=O)(=O)(N1CCNC(=O)CC1)c1ccc(NC(=O)C)cc1. The result is 0 (inactive). (5) The molecule is S(=O)(=O)(CCC(=O)NCCCN1CCN(CC1)c1c(F)cccc1)Cc1c(cccc1)C. The result is 0 (inactive). (6) The compound is Clc1ncc(C(=O)N(C2CCCCC2)C(C(=O)NC2CCCCC2)c2cccnc2)cc1. The result is 0 (inactive). (7) The molecule is S(c1nn2c(nnc2cc1)c1sccc1)CC(=O)Nc1noc(c1)C. The result is 0 (inactive).